Dataset: Forward reaction prediction with 1.9M reactions from USPTO patents (1976-2016). Task: Predict the product of the given reaction. (1) Given the reactants [Cl:1][C:2]1[C:3]([N:13]2[CH2:18][CH2:17][NH:16][CH2:15][CH2:14]2)=[N:4][CH:5]=[C:6]([CH:12]=1)[C:7]([O:9][CH2:10][CH3:11])=[O:8].[N:19]([CH2:22][C:23]1[CH:28]=[CH:27][CH:26]=[CH:25][CH:24]=1)=[C:20]=[O:21], predict the reaction product. The product is: [CH2:22]([NH:19][C:20]([N:16]1[CH2:17][CH2:18][N:13]([C:3]2[C:2]([Cl:1])=[CH:12][C:6]([C:7]([O:9][CH2:10][CH3:11])=[O:8])=[CH:5][N:4]=2)[CH2:14][CH2:15]1)=[O:21])[C:23]1[CH:28]=[CH:27][CH:26]=[CH:25][CH:24]=1. (2) Given the reactants [CH2:1]([O:3][C:4]([C:6]1[N:14]([CH3:15])[C:13]2[C:12]([Cl:16])=[CH:11][N:10]=[CH:9][C:8]=2[C:7]=1[NH:17][C:18]1[CH:23]=[CH:22][C:21]([Si](C)(C)C)=[CH:20][C:19]=1[F:28])=[O:5])[CH3:2].[I:29]Cl, predict the reaction product. The product is: [CH2:1]([O:3][C:4]([C:6]1[N:14]([CH3:15])[C:13]2[C:12]([Cl:16])=[CH:11][N:10]=[CH:9][C:8]=2[C:7]=1[NH:17][C:18]1[CH:23]=[CH:22][C:21]([I:29])=[CH:20][C:19]=1[F:28])=[O:5])[CH3:2]. (3) Given the reactants [CH:1]([N:4]1[CH:8]=[C:7]([C:9]2[C:13]3[C:14]([O:22][CH:23]4[CH2:28][CH2:27][O:26][CH2:25][CH2:24]4)=[N:15][C:16]([C:18]([F:21])([F:20])[F:19])=[CH:17][C:12]=3[N:11](C(C3C=CC=CC=3)(C3C=CC=CC=3)C3C=CC=CC=3)[N:10]=2)[CH:6]=[N:5]1)([CH3:3])[CH3:2].C(N1C=C(B2OC(C)(C)C(C)(C)O2)C=N1)(C)C.C([O-])(=O)C.[K+].C([SiH](CC)CC)C.FC(F)(F)C(O)=O, predict the reaction product. The product is: [CH:1]([N:4]1[CH:8]=[C:7]([C:9]2[C:13]3[C:14]([O:22][CH:23]4[CH2:24][CH2:25][O:26][CH2:27][CH2:28]4)=[N:15][C:16]([C:18]([F:20])([F:19])[F:21])=[CH:17][C:12]=3[NH:11][N:10]=2)[CH:6]=[N:5]1)([CH3:3])[CH3:2]. (4) Given the reactants [S:1](Cl)([C:4]1[CH:10]=[CH:9][C:7]([CH3:8])=[CH:6][CH:5]=1)(=[O:3])=[O:2].[NH2:12][C:13]1[CH:18]=[CH:17][C:16]([Br:19])=[CH:15][N:14]=1, predict the reaction product. The product is: [Br:19][C:16]1[CH:17]=[CH:18]/[C:13](=[N:12]/[S:1]([C:4]2[CH:10]=[CH:9][C:7]([CH3:8])=[CH:6][CH:5]=2)(=[O:3])=[O:2])/[NH:14][CH:15]=1. (5) Given the reactants [CH3:1][O:2][C:3]([C@@H:5]([N:13]1[CH2:21][C:17]2[CH:18]=[CH:19][S:20][C:16]=2[CH2:15][CH2:14]1)[C:6]1[CH:7]=[CH:8][CH:9]=[CH:10][C:11]=1[Cl:12])=[O:4].C12(CS([O-])(=O)=O)C(C)(C)C(CC1)CC2=O, predict the reaction product. The product is: [CH3:1][O:2][C:3]([C@@H:5]([N:13]1[CH2:21][C:17]2[CH:18]=[CH:19][S:20][C:16]=2[CH2:15][CH2:14]1)[C:6]1[CH:7]=[CH:8][CH:9]=[CH:10][C:11]=1[Cl:12])=[O:4].